Task: Predict which catalyst facilitates the given reaction.. Dataset: Catalyst prediction with 721,799 reactions and 888 catalyst types from USPTO (1) Reactant: [C:1](Cl)(=[O:5])/[CH:2]=[CH:3]/[CH3:4].C([O-])([O-])=O.[K+].[K+].[CH2:13]([OH:20])[C:14]1[CH:19]=[CH:18][CH:17]=[CH:16][CH:15]=1. Product: [C:1]([O:20][CH2:13][C:14]1[CH:19]=[CH:18][CH:17]=[CH:16][CH:15]=1)(=[O:5])/[CH:2]=[CH:3]/[CH3:4]. The catalyst class is: 64. (2) Reactant: [CH3:1][C:2]1[CH:3]=[C:4](B(O)O)[CH:5]=[CH:6][CH:7]=1.Br[C:12]1[CH:19]=[CH:18][CH:17]=[CH:16][C:13]=1[C:14]#[N:15].C(=O)([O-])[O-].[Na+].[Na+]. Product: [C:2]1([CH3:1])[CH:3]=[CH:4][CH:5]=[C:6]([C:12]2[CH:19]=[CH:18][CH:17]=[CH:16][C:13]=2[C:14]#[N:15])[CH:7]=1. The catalyst class is: 11. (3) Reactant: [CH3:1][C:2]1[CH:7]=[CH:6][C:5]([O:8][Si:9]([CH:16]([CH3:18])[CH3:17])([CH:13]([CH3:15])[CH3:14])[CH:10]([CH3:12])[CH3:11])=[CH:4][C:3]=1[NH2:19].N1C=CC=CC=1.[F:26][C:27]([F:38])([F:37])[C:28](O[C:28](=[O:29])[C:27]([F:38])([F:37])[F:26])=[O:29]. Product: [F:26][C:27]([F:38])([F:37])[C:28]([NH:19][C:3]1[CH:4]=[C:5]([O:8][Si:9]([CH:13]([CH3:15])[CH3:14])([CH:16]([CH3:18])[CH3:17])[CH:10]([CH3:12])[CH3:11])[CH:6]=[CH:7][C:2]=1[CH3:1])=[O:29]. The catalyst class is: 34. (4) Reactant: [OH:1][CH2:2][CH2:3][CH2:4][C:5]1[CH:6]=[C:7]([C:11]#[C:12]C(C)(O)C)[CH:8]=[CH:9][CH:10]=1.[OH-].[K+]. Product: [C:11]([C:7]1[CH:6]=[C:5]([CH2:4][CH2:3][CH2:2][OH:1])[CH:10]=[CH:9][CH:8]=1)#[CH:12]. The catalyst class is: 11. (5) Reactant: [NH2:1][C@H:2]([CH2:22][C:23]1[CH:28]=[CH:27][C:26]([Cl:29])=[C:25]([Cl:30])[CH:24]=1)[C:3]([N:5]1[CH2:10][CH2:9][N:8]([C:11]2[CH:16]=[CH:15][CH:14]=[CH:13][C:12]=2[NH:17][S:18]([CH3:21])(=[O:20])=[O:19])[CH2:7][CH2:6]1)=[O:4].[N:31]1([C:44]([O:46][C:47]([CH3:50])([CH3:49])[CH3:48])=[O:45])[CH2:40][C:39]2[C:34](=[CH:35][CH:36]=[CH:37][CH:38]=2)[CH2:33][C@H:32]1[C:41](O)=[O:42].CCN=C=NCCCN(C)C.CI.C1C=NC2N(O)N=NC=2C=1. Product: [Cl:30][C:25]1[CH:24]=[C:23]([CH2:22][C@@H:2]([NH:1][C:41]([C@@H:32]2[CH2:33][C:34]3[C:39](=[CH:38][CH:37]=[CH:36][CH:35]=3)[CH2:40][N:31]2[C:44]([O:46][C:47]([CH3:50])([CH3:49])[CH3:48])=[O:45])=[O:42])[C:3]([N:5]2[CH2:6][CH2:7][N:8]([C:11]3[CH:16]=[CH:15][CH:14]=[CH:13][C:12]=3[NH:17][S:18]([CH3:21])(=[O:19])=[O:20])[CH2:9][CH2:10]2)=[O:4])[CH:28]=[CH:27][C:26]=1[Cl:29]. The catalyst class is: 3. (6) Reactant: [Cl:1][C:2]1[C:10]2[N:9]=[C:8]3[N:11]([C:15]4[CH:20]=[CH:19][C:18]([Br:21])=[CH:17][C:16]=4[CH3:22])[CH2:12][CH2:13][CH2:14][N:7]3[C:6]=2[C:5]([CH2:23][OH:24])=[CH:4][CH:3]=1.CC(OI1(OC(C)=O)(OC(C)=O)OC(=O)C2C=CC=CC1=2)=O. Product: [Cl:1][C:2]1[CH:3]=[CH:4][C:5]([CH:23]=[O:24])=[C:6]2[C:10]=1[N:9]=[C:8]1[N:11]([C:15]3[CH:20]=[CH:19][C:18]([Br:21])=[CH:17][C:16]=3[CH3:22])[CH2:12][CH2:13][CH2:14][N:7]21. The catalyst class is: 148. (7) Reactant: C(OC([N:8]1[CH2:13][CH2:12][N:11]([C:14]2[C:15]3[C:37]([CH:38]4[CH2:40][CH2:39]4)=[CH:36][N:35]=[CH:34][C:16]=3[N:17]=[C:18]([C:20]3[CH:25]=[CH:24][N:23]=[C:22]([NH:26][C:27]4[O:28][C:29]([CH3:33])=[C:30]([CH3:32])[N:31]=4)[CH:21]=3)[N:19]=2)[CH2:10][CH2:9]1)=O)(C)(C)C.CO. Product: [CH:38]1([C:37]2[C:15]3[C:14]([N:11]4[CH2:10][CH2:9][NH:8][CH2:13][CH2:12]4)=[N:19][C:18]([C:20]4[CH:25]=[CH:24][N:23]=[C:22]([NH:26][C:27]5[O:28][C:29]([CH3:33])=[C:30]([CH3:32])[N:31]=5)[CH:21]=4)=[N:17][C:16]=3[CH:34]=[N:35][CH:36]=2)[CH2:40][CH2:39]1. The catalyst class is: 89. (8) Reactant: Cl([O-])=O.[Na+].P([O-])(O)(O)=[O:6].[Na+].CC(=CC)C.[C:16]([O:20][C:21](=[O:35])[N:22]([CH2:24][CH2:25][O:26][C:27]1[CH:32]=[CH:31][CH:30]=[CH:29][C:28]=1[CH:33]=[O:34])[CH3:23])([CH3:19])([CH3:18])[CH3:17]. Product: [C:16]([O:20][C:21]([N:22]([CH3:23])[CH2:24][CH2:25][O:26][C:27]1[CH:32]=[CH:31][CH:30]=[CH:29][C:28]=1[C:33]([OH:6])=[O:34])=[O:35])([CH3:19])([CH3:17])[CH3:18]. The catalyst class is: 127.